From a dataset of NCI-60 drug combinations with 297,098 pairs across 59 cell lines. Regression. Given two drug SMILES strings and cell line genomic features, predict the synergy score measuring deviation from expected non-interaction effect. (1) Drug 1: C1=NC(=NC(=O)N1C2C(C(C(O2)CO)O)O)N. Drug 2: C1CN1C2=NC(=NC(=N2)N3CC3)N4CC4. Cell line: RXF 393. Synergy scores: CSS=25.4, Synergy_ZIP=-1.25, Synergy_Bliss=3.10, Synergy_Loewe=-3.92, Synergy_HSA=5.44. (2) Drug 1: C1=CC(=CC=C1C#N)C(C2=CC=C(C=C2)C#N)N3C=NC=N3. Drug 2: C1=NC(=NC(=O)N1C2C(C(C(O2)CO)O)O)N. Cell line: PC-3. Synergy scores: CSS=1.36, Synergy_ZIP=0.963, Synergy_Bliss=6.87, Synergy_Loewe=-7.67, Synergy_HSA=-4.20. (3) Drug 1: C1CCC(C1)C(CC#N)N2C=C(C=N2)C3=C4C=CNC4=NC=N3. Drug 2: C(CC(=O)O)C(=O)CN.Cl. Cell line: A498. Synergy scores: CSS=3.77, Synergy_ZIP=-1.79, Synergy_Bliss=-0.891, Synergy_Loewe=-2.69, Synergy_HSA=-2.04. (4) Drug 1: CC(C)(C#N)C1=CC(=CC(=C1)CN2C=NC=N2)C(C)(C)C#N. Drug 2: CC1C(C(CC(O1)OC2CC(CC3=C2C(=C4C(=C3O)C(=O)C5=C(C4=O)C(=CC=C5)OC)O)(C(=O)CO)O)N)O.Cl. Cell line: CAKI-1. Synergy scores: CSS=30.8, Synergy_ZIP=-0.826, Synergy_Bliss=-2.13, Synergy_Loewe=-1.21, Synergy_HSA=-0.718. (5) Cell line: SK-MEL-5. Synergy scores: CSS=7.96, Synergy_ZIP=1.96, Synergy_Bliss=-3.37, Synergy_Loewe=-4.85, Synergy_HSA=-4.85. Drug 1: CC1=C(C=C(C=C1)C(=O)NC2=CC(=CC(=C2)C(F)(F)F)N3C=C(N=C3)C)NC4=NC=CC(=N4)C5=CN=CC=C5. Drug 2: C(CC(=O)O)C(=O)CN.Cl. (6) Drug 1: CS(=O)(=O)CCNCC1=CC=C(O1)C2=CC3=C(C=C2)N=CN=C3NC4=CC(=C(C=C4)OCC5=CC(=CC=C5)F)Cl. Drug 2: CCN(CC)CCNC(=O)C1=C(NC(=C1C)C=C2C3=C(C=CC(=C3)F)NC2=O)C. Cell line: HOP-92. Synergy scores: CSS=-1.91, Synergy_ZIP=-1.31, Synergy_Bliss=-3.11, Synergy_Loewe=-4.18, Synergy_HSA=-3.88. (7) Drug 2: C1=NNC2=C1C(=O)NC=N2. Synergy scores: CSS=2.31, Synergy_ZIP=-0.616, Synergy_Bliss=-0.0383, Synergy_Loewe=-1.08, Synergy_HSA=-0.375. Cell line: SK-MEL-28. Drug 1: CCC1(CC2CC(C3=C(CCN(C2)C1)C4=CC=CC=C4N3)(C5=C(C=C6C(=C5)C78CCN9C7C(C=CC9)(C(C(C8N6C=O)(C(=O)OC)O)OC(=O)C)CC)OC)C(=O)OC)O.OS(=O)(=O)O. (8) Drug 1: CCC1(CC2CC(C3=C(CCN(C2)C1)C4=CC=CC=C4N3)(C5=C(C=C6C(=C5)C78CCN9C7C(C=CC9)(C(C(C8N6C=O)(C(=O)OC)O)OC(=O)C)CC)OC)C(=O)OC)O.OS(=O)(=O)O. Drug 2: CCC1(CC2CC(C3=C(CCN(C2)C1)C4=CC=CC=C4N3)(C5=C(C=C6C(=C5)C78CCN9C7C(C=CC9)(C(C(C8N6C)(C(=O)OC)O)OC(=O)C)CC)OC)C(=O)OC)O.OS(=O)(=O)O. Cell line: SK-MEL-28. Synergy scores: CSS=17.5, Synergy_ZIP=-3.49, Synergy_Bliss=1.54, Synergy_Loewe=-0.816, Synergy_HSA=-0.735. (9) Drug 1: CN(C)N=NC1=C(NC=N1)C(=O)N. Drug 2: CCN(CC)CCCC(C)NC1=C2C=C(C=CC2=NC3=C1C=CC(=C3)Cl)OC. Cell line: BT-549. Synergy scores: CSS=23.1, Synergy_ZIP=1.00, Synergy_Bliss=5.83, Synergy_Loewe=-3.41, Synergy_HSA=4.72.